The task is: Predict the reactants needed to synthesize the given product.. This data is from Full USPTO retrosynthesis dataset with 1.9M reactions from patents (1976-2016). (1) Given the product [ClH:24].[NH2:21][CH2:20][C:5]1[CH:4]=[C:3]([C:1]#[N:2])[CH:19]=[CH:18][C:6]=1[O:7][C:8]1[CH:9]=[CH:10][C:11]2[B:15]([OH:16])[O:14][CH2:13][C:12]=2[CH:17]=1, predict the reactants needed to synthesize it. The reactants are: [C:1]([C:3]1[CH:19]=[CH:18][C:6]([O:7][C:8]2[CH:9]=[CH:10][C:11]3[B:15]([OH:16])[O:14][CH2:13][C:12]=3[CH:17]=2)=[C:5]([CH2:20][NH:21]C=O)[CH:4]=1)#[N:2].[ClH:24]. (2) Given the product [NH:25]([C:2]1[N:7]=[C:6]([C:8]2[CH:13]=[CH:12][CH:11]=[CH:10][CH:9]=2)[C:5]([C:14]2[CH:15]=[CH:16][C:17](=[O:23])[N:18]([CH:20]([CH3:22])[CH3:21])[N:19]=2)=[CH:4][CH:3]=1)[NH2:26], predict the reactants needed to synthesize it. The reactants are: Cl[C:2]1[N:7]=[C:6]([C:8]2[CH:13]=[CH:12][CH:11]=[CH:10][CH:9]=2)[C:5]([C:14]2[CH:15]=[CH:16][C:17](=[O:23])[N:18]([CH:20]([CH3:22])[CH3:21])[N:19]=2)=[CH:4][CH:3]=1.O.[NH2:25][NH2:26]. (3) Given the product [CH3:1][CH:2]1[C:10]([CH3:19])([CH2:11][CH2:12][CH2:13][CH2:14][S:15]([OH:18])(=[O:16])=[O:17])[C:9]2[C:4](=[CH:5][CH:6]=[C:7]([S:20]([OH:23])(=[O:21])=[O:22])[CH:8]=2)[N:3]1[CH2:27][CH2:26][CH2:25][CH2:24][S:29]([OH:31])(=[O:30])=[O:28], predict the reactants needed to synthesize it. The reactants are: [CH3:1][C:2]1[C:10]([CH3:19])([CH2:11][CH2:12][CH2:13][CH2:14][S:15]([OH:18])(=[O:17])=[O:16])[C:9]2[C:4](=[CH:5][CH:6]=[C:7]([S:20]([OH:23])(=[O:22])=[O:21])[CH:8]=2)[N:3]=1.[CH2:24]1[S:29](=[O:31])(=[O:30])[O:28][CH2:27][CH2:26][CH2:25]1.S1(CCCC1)(=O)=O. (4) Given the product [Cl:1][C:2]1[N:7]=[C:6]2[C:5](=[CH:4][CH:3]=1)[N:8]=[CH:9][CH:10]=[C:15]2[OH:16], predict the reactants needed to synthesize it. The reactants are: [Cl:1][C:2]1[N:7]=[CH:6][C:5]([NH:8][CH:9]=[C:10]2[C:15](=[O:16])OC(C)(C)OC2=O)=[CH:4][CH:3]=1. (5) Given the product [OH:1][CH2:2][CH2:3][CH2:4][C@@:5]1([C:29]2[CH:30]=[CH:31][CH:32]=[CH:33][CH:34]=2)[O:10][C:9](=[O:11])[N:8]([C@H:12]([C:14]2[CH:19]=[CH:18][C:17]([C:36]3[CH:41]=[CH:40][N:39]([CH3:42])[C:38](=[O:43])[CH:37]=3)=[CH:16][CH:15]=2)[CH3:13])[CH2:7][CH2:6]1, predict the reactants needed to synthesize it. The reactants are: [OH:1][CH2:2][CH2:3][CH2:4][C@@:5]1([C:29]2[CH:34]=[CH:33][CH:32]=[CH:31][CH:30]=2)[O:10][C:9](=[O:11])[N:8]([C@H:12]([C:14]2[CH:19]=[CH:18][C:17](B3OC(C)(C)C(C)(C)O3)=[CH:16][CH:15]=2)[CH3:13])[CH2:7][CH2:6]1.Br[C:36]1[CH:41]=[CH:40][N:39]([CH3:42])[C:38](=[O:43])[CH:37]=1.C([O-])([O-])=O.[Cs+].[Cs+]. (6) Given the product [CH3:1][C:2]1[CH:7]=[C:6]([C:8]2[N:9]([C:17]3[CH:22]=[CH:21][C:20]([S:23]([NH2:45])(=[O:25])=[O:24])=[CH:19][CH:18]=3)[CH:10]=[C:11]([C:13]([F:16])([F:15])[F:14])[N:12]=2)[CH:5]=[N:4][CH:3]=1, predict the reactants needed to synthesize it. The reactants are: [CH3:1][C:2]1[CH:3]=[N:4][CH:5]=[C:6]([C:8]2[N:9]([C:17]3[CH:22]=[CH:21][C:20]([S:23](C)(=[O:25])=[O:24])=[CH:19][CH:18]=3)[CH:10]=[C:11]([C:13]([F:16])([F:15])[F:14])[N:12]=2)[CH:7]=1.C([Mg]Cl)CCC.C(B(CC)CC)C.C([O-])(=O)C.[Na+].[NH2:45]OS(O)(=O)=O.